Task: Regression. Given a peptide amino acid sequence and an MHC pseudo amino acid sequence, predict their binding affinity value. This is MHC class II binding data.. Dataset: Peptide-MHC class II binding affinity with 134,281 pairs from IEDB (1) The peptide sequence is DAATAGTTVYGAFAA. The MHC is HLA-DQA10501-DQB10301 with pseudo-sequence HLA-DQA10501-DQB10301. The binding affinity (normalized) is 0.678. (2) The MHC is H-2-IAd with pseudo-sequence H-2-IAd. The binding affinity (normalized) is 0.560. The peptide sequence is NKGILVTVNPIASTN. (3) The peptide sequence is TGHMLDMYSVMLTND. The MHC is DRB1_0101 with pseudo-sequence DRB1_0101. The binding affinity (normalized) is 0.861. (4) The peptide sequence is VNKMLAVLDTNILWV. The MHC is DRB1_0101 with pseudo-sequence DRB1_0101. The binding affinity (normalized) is 0.748. (5) The peptide sequence is LEHEMWRSRADEINA. The MHC is DRB4_0103 with pseudo-sequence DRB4_0103. The binding affinity (normalized) is 0.365. (6) The binding affinity (normalized) is 0.845. The MHC is HLA-DPA10201-DPB10101 with pseudo-sequence HLA-DPA10201-DPB10101. The peptide sequence is APEKKYTVFETALKK. (7) The peptide sequence is NFSLGAAVKAGAALL. The MHC is DRB1_1302 with pseudo-sequence DRB1_1302. The binding affinity (normalized) is 0.391. (8) The peptide sequence is LHGGHVSCRVKLSAL. The MHC is DRB1_0801 with pseudo-sequence DRB1_0801. The binding affinity (normalized) is 0.506. (9) The peptide sequence is VQDLELSWNLNGLQAY. The MHC is HLA-DQA10101-DQB10501 with pseudo-sequence HLA-DQA10101-DQB10501. The binding affinity (normalized) is 0.674. (10) The peptide sequence is LRKAFDAFDREKSGS. The MHC is HLA-DQA10101-DQB10501 with pseudo-sequence HLA-DQA10101-DQB10501. The binding affinity (normalized) is 0.352.